Dataset: Forward reaction prediction with 1.9M reactions from USPTO patents (1976-2016). Task: Predict the product of the given reaction. Given the reactants [C:1]([O:5][CH2:6][CH2:7][C:8]([OH:10])=O)(=[O:4])[CH:2]=[CH2:3].S(Cl)([Cl:13])=O, predict the reaction product. The product is: [C:1]([O:5][CH2:6][CH2:7][C:8]([Cl:13])=[O:10])(=[O:4])[CH:2]=[CH2:3].